From a dataset of Retrosynthesis with 50K atom-mapped reactions and 10 reaction types from USPTO. Predict the reactants needed to synthesize the given product. (1) Given the product CC1(C)CC(c2cccc(N3CCOCC3)c2)Nc2ccc(C(=O)O)cc21, predict the reactants needed to synthesize it. The reactants are: COC(=O)c1ccc2c(c1)C(C)(C)CC(c1cccc(N3CCOCC3)c1)N2. (2) Given the product CCOC(=O)c1cc2cc(-c3ccc(N)cc3)ccc2o1, predict the reactants needed to synthesize it. The reactants are: CCOC(=O)c1cc2cc(-c3ccc(NC(C)=O)cc3)ccc2o1. (3) Given the product O=C(O)c1ccnc2[nH]c(-c3ccccc3)nc12, predict the reactants needed to synthesize it. The reactants are: COC(=O)c1ccnc2[nH]c(-c3ccccc3)nc12. (4) Given the product CN1CCCCC1C1(CNC(=O)c2c(F)ccc(F)c2Cl)CNC1, predict the reactants needed to synthesize it. The reactants are: CN1CCCCC1C1(CNC(=O)c2c(F)ccc(F)c2Cl)CN(C(=O)OC(C)(C)C)C1. (5) Given the product CC(=O)NCCNCC(=O)OCc1ccccc1, predict the reactants needed to synthesize it. The reactants are: CC(=O)NCCN.O=CC(=O)OCc1ccccc1. (6) Given the product CNC(=O)NC1=NC(=CCC(=O)Nc2ccc(Cl)cc2)CS1, predict the reactants needed to synthesize it. The reactants are: CN=C=O.NC1=NC(=CCC(=O)Nc2ccc(Cl)cc2)CS1. (7) The reactants are: CC(C)C(C(=O)NC(Cc1ccc(O)c(C(C)(C)C)c1)c1ncno1)N(C)C(=O)C(Cc1ccc(F)cc1)NC(=O)OC(C)(C)C. Given the product CC(C)C(C(=O)NC(Cc1ccc(O)c(C(C)(C)C)c1)c1ncno1)N(C)C(=O)C(N)Cc1ccc(F)cc1, predict the reactants needed to synthesize it. (8) Given the product CCOc1cc(C(=O)NC2CCN(CC)CC2)ccc1Nc1ncc2c(n1)N(C1CCCC1)CC(F)(F)C(=O)N2C, predict the reactants needed to synthesize it. The reactants are: CCN1CCC(N)CC1.CCOc1cc(C(=O)O)ccc1Nc1ncc2c(n1)N(C1CCCC1)CC(F)(F)C(=O)N2C. (9) The reactants are: Cc1ccc(-c2nc(C(=O)O)n(C)c2-c2ccc(C)cc2)cc1.NN1CCCCC1. Given the product Cc1ccc(-c2nc(C(=O)NN3CCCCC3)n(C)c2-c2ccc(C)cc2)cc1, predict the reactants needed to synthesize it.